From a dataset of Forward reaction prediction with 1.9M reactions from USPTO patents (1976-2016). Predict the product of the given reaction. (1) Given the reactants C([O:8][C:9](=[O:36])[C@H:10]([CH2:33][CH2:34][CH3:35])[NH:11][C:12](=[O:32])[C@@H:13]1[CH2:17][CH2:16][CH2:15][N:14]1[C:18](=[O:31])[CH2:19][NH:20]C(OCC1C=CC=CC=1)=O)C1C=CC=CC=1.NCC(O)=O, predict the reaction product. The product is: [NH2:20][CH2:19][C:18]([N:14]1[CH2:15][CH2:16][CH2:17][C@H:13]1[C:12]([NH:11][C@H:10]([C:9]([OH:36])=[O:8])[CH2:33][CH2:34][CH3:35])=[O:32])=[O:31]. (2) Given the reactants C([O:8][C:9]([C:11]1[C:15]([C:16]2[CH:21]=[CH:20][CH:19]=[CH:18][CH:17]=2)=[C:14]([C:22]2[CH:27]=[CH:26][C:25]([F:28])=[CH:24][CH:23]=2)[N:13]([CH2:29][CH2:30][CH:31]2[CH2:36][CH:35]([CH2:37][C:38]([O:40][C:41]([CH3:44])([CH3:43])[CH3:42])=[O:39])[O:34][C:33]([CH3:46])([CH3:45])[O:32]2)[C:12]=1[CH:47]([CH3:49])[CH3:48])=[O:10])C1C=CC=CC=1, predict the reaction product. The product is: [C:41]([O:40][C:38]([CH2:37][CH:35]1[O:34][C:33]([CH3:45])([CH3:46])[O:32][CH:31]([CH2:30][CH2:29][N:13]2[C:14]([C:22]3[CH:27]=[CH:26][C:25]([F:28])=[CH:24][CH:23]=3)=[C:15]([C:16]3[CH:17]=[CH:18][CH:19]=[CH:20][CH:21]=3)[C:11]([C:9]([OH:10])=[O:8])=[C:12]2[CH:47]([CH3:49])[CH3:48])[CH2:36]1)=[O:39])([CH3:42])([CH3:43])[CH3:44]. (3) Given the reactants [Cl:1][C:2]1[CH:3]=[C:4]([C:9]2[CH2:13][C:12]([C:18]3[CH:23]=[C:22]([Cl:24])[CH:21]=[C:20]([Cl:25])[CH:19]=3)([C:14]([F:17])([F:16])[F:15])[O:11][N:10]=2)[CH:5]=[CH:6][C:7]=1[CH3:8].[Br:26]N1C(=O)CCC1=O, predict the reaction product. The product is: [Br:26][CH2:8][C:7]1[CH:6]=[CH:5][C:4]([C:9]2[CH2:13][C:12]([C:18]3[CH:19]=[C:20]([Cl:25])[CH:21]=[C:22]([Cl:24])[CH:23]=3)([C:14]([F:16])([F:15])[F:17])[O:11][N:10]=2)=[CH:3][C:2]=1[Cl:1]. (4) The product is: [C:8]1([CH2:7][CH:1]2[CH2:6][CH2:5][CH:4]3[CH:3]([O:16]3)[CH2:2]2)[CH:9]=[CH:10][CH:11]=[CH:12][CH:13]=1. Given the reactants [CH:1]1([CH2:7][C:8]2[CH:13]=[CH:12][CH:11]=[CH:10][CH:9]=2)[CH2:6][CH2:5][CH:4]=[CH:3][CH2:2]1.C(OO)(=[O:16])C.O, predict the reaction product. (5) Given the reactants C([O:8][C:9]1[CH:14]=[CH:13][C:12]([CH2:15][CH2:16][O:17][CH2:18][CH2:19][CH2:20][Cl:21])=[CH:11][CH:10]=1)C1C=CC=CC=1.[H][H], predict the reaction product. The product is: [Cl:21][CH2:20][CH2:19][CH2:18][O:17][CH2:16][CH2:15][C:12]1[CH:11]=[CH:10][C:9]([OH:8])=[CH:14][CH:13]=1. (6) Given the reactants CC(P(C(C)(C)C)C1C(C2C=CC=CC=2)=CC=CC=1)(C)C.[C:22]1([CH3:42])[CH:27]=[CH:26][C:25]([C:28]#[C:29][P:30](=[O:41])([O:34][C:35]([CH2:37][CH2:38][CH2:39][Cl:40])=[CH2:36])[O:31][CH2:32][CH3:33])=[CH:24][CH:23]=1, predict the reaction product. The product is: [CH2:32]([O:31][P:30]1(=[O:41])[CH:29]=[C:28]([C:25]2[CH:26]=[CH:27][C:22]([CH3:42])=[CH:23][CH:24]=2)[CH:36]=[C:35]([CH2:37][CH2:38][CH2:39][Cl:40])[O:34]1)[CH3:33]. (7) Given the reactants [C:1]([O:5][C:6]([N:8]1[CH2:13][CH2:12][C:11]([NH:16][C:17](=O)[C:18]2[CH:23]=[C:22]([C:24]([F:27])([F:26])[F:25])[CH:21]=[C:20]([O:28][CH2:29][CH2:30][CH:31]=[CH2:32])[CH:19]=2)([C:14]#[N:15])[CH2:10][CH2:9]1)=[O:7])([CH3:4])([CH3:3])[CH3:2].[OH-].[Na+].OO.CS(C)=[O:40], predict the reaction product. The product is: [C:1]([O:5][C:6]([N:8]1[CH2:13][CH2:12][C:11]2([N:16]=[C:17]([C:18]3[CH:23]=[C:22]([C:24]([F:27])([F:26])[F:25])[CH:21]=[C:20]([O:28][CH2:29][CH2:30][CH:31]=[CH2:32])[CH:19]=3)[NH:15][C:14]2=[O:40])[CH2:10][CH2:9]1)=[O:7])([CH3:4])([CH3:3])[CH3:2]. (8) Given the reactants [NH2:1][C:2]1[N:7]=[CH:6][N:5]=[C:4]2[N:8]([CH:19]([C:21]3[CH:22]=[C:23]4[N:28]([C:29]=3[CH2:30][N:31]3[CH2:48][CH2:47][C:34]5([CH2:39][CH2:38][N:37]([C:40](OC(C)(C)C)=O)[CH2:36][CH2:35]5)[CH2:33][CH2:32]3)[CH:27]=[CH:26][CH:25]=[CH:24]4)[CH3:20])[N:9]=[C:10]([C:11]3[CH:16]=[C:15]([OH:17])[CH:14]=[C:13]([F:18])[CH:12]=3)[C:3]=12.C1COCC1.[H-].[H-].[H-].[H-].[Li+].[Al+3].O.O.O.O.O.O.O.O.O.O.S([O-])([O-])(=O)=O.[Na+].[Na+], predict the reaction product. The product is: [NH2:1][C:2]1[N:7]=[CH:6][N:5]=[C:4]2[N:8]([CH:19]([C:21]3[CH:22]=[C:23]4[N:28]([C:29]=3[CH2:30][N:31]3[CH2:48][CH2:47][C:34]5([CH2:39][CH2:38][N:37]([CH3:40])[CH2:36][CH2:35]5)[CH2:33][CH2:32]3)[CH:27]=[CH:26][CH:25]=[CH:24]4)[CH3:20])[N:9]=[C:10]([C:11]3[CH:16]=[C:15]([OH:17])[CH:14]=[C:13]([F:18])[CH:12]=3)[C:3]=12.